From a dataset of Reaction yield outcomes from USPTO patents with 853,638 reactions. Predict the reaction yield, written as a fraction of the theoretical maximum amount of product (1.0 means a 100% yield; for example, 0.34 means a 34% yield). (1) The reactants are [C:1]([O:5][C:6]([N:8]1[CH2:13][CH2:12][C:11](=[C:14]([C:42]2[CH:47]=[CH:46][CH:45]=[CH:44][CH:43]=2)[C:15]([NH:17][NH:18][C:19]([CH:21]2[CH2:24][N:23]([C:25]([O:27][CH2:28][CH:29]3[C:41]4[CH:40]=[CH:39][CH:38]=[CH:37][C:36]=4[C:35]4[C:30]3=[CH:31][CH:32]=[CH:33][CH:34]=4)=[O:26])[CH2:22]2)=[O:20])=O)[CH2:10][CH2:9]1)=[O:7])([CH3:4])([CH3:3])[CH3:2].CCN(C(C)C)C(C)C.C1C=CC(P(C2C=CC=CC=2)C2C=CC=CC=2)=CC=1.ClC(Cl)(Cl)C(Cl)(Cl)Cl. The catalyst is CC#N. The product is [C:1]([O:5][C:6]([N:8]1[CH2:9][CH2:10][C:11](=[C:14]([C:42]2[CH:47]=[CH:46][CH:45]=[CH:44][CH:43]=2)[C:15]2[O:20][C:19]([CH:21]3[CH2:22][N:23]([C:25]([O:27][CH2:28][CH:29]4[C:41]5[CH:40]=[CH:39][CH:38]=[CH:37][C:36]=5[C:35]5[C:30]4=[CH:31][CH:32]=[CH:33][CH:34]=5)=[O:26])[CH2:24]3)=[N:18][N:17]=2)[CH2:12][CH2:13]1)=[O:7])([CH3:4])([CH3:2])[CH3:3]. The yield is 0.750. (2) The yield is 0.134. The product is [CH3:69][C:63]1[CH:64]=[CH:65][C:66]([CH3:68])=[CH:67][C:62]=1[CH2:61][C:60]([N:57]1[CH2:56][CH2:55][CH:54]([C:51]2[S:52][CH:53]=[C:49]([NH:48][C:8](=[O:10])[CH:7]([C:1]3[CH:2]=[CH:3][CH:4]=[CH:5][CH:6]=3)[CH3:11])[N:50]=2)[CH2:59][CH2:58]1)=[O:70]. The reactants are [C:1]1([CH:7]([CH3:11])[C:8]([OH:10])=O)[CH:6]=[CH:5][CH:4]=[CH:3][CH:2]=1.C(N(C(C)C)CC)(C)C.F[P-](F)(F)(F)(F)F.N1(O[P+](N(C)C)(N(C)C)N(C)C)C2C=CC=CC=2N=N1.[NH2:48][C:49]1[N:50]=[C:51]([CH:54]2[CH2:59][CH2:58][N:57]([C:60](=[O:70])[CH2:61][C:62]3[CH:67]=[C:66]([CH3:68])[CH:65]=[CH:64][C:63]=3[CH3:69])[CH2:56][CH2:55]2)[S:52][CH:53]=1. The catalyst is C(#N)C. (3) The reactants are [CH3:1][C:2]1[CH:3]=[CH:4][C:5]([N+:19]([O-:21])=[O:20])=[C:6](/[CH:8]=[C:9](/[C:12]2[CH:13]=[N:14][C:15]([CH3:18])=[CH:16][CH:17]=2)\[C:10]#[N:11])[CH:7]=1.[BH4-].[Na+]. The catalyst is C1COCC1.CO.O. The product is [CH3:1][C:2]1[CH:3]=[CH:4][C:5]([N+:19]([O-:21])=[O:20])=[C:6]([CH2:8][CH:9]([C:12]2[CH:13]=[N:14][C:15]([CH3:18])=[CH:16][CH:17]=2)[C:10]#[N:11])[CH:7]=1. The yield is 0.917. (4) The reactants are [CH2:1]([S:3]([N:6]1[CH2:11][CH2:10][CH:9]([C:12]2[C:20]3[C:15](=[C:16]([C:30]([NH2:32])=[O:31])[CH:17]=[C:18](B4OC(C)(C)C(C)(C)O4)[CH:19]=3)[NH:14][CH:13]=2)[CH2:8][CH2:7]1)(=[O:5])=[O:4])[CH3:2].C(=O)([O-])[O-].[Na+].[Na+].Br[C:40]1[CH:41]=[N:42][N:43]([CH2:45][CH2:46][Cl:47])[CH:44]=1. The catalyst is O1CCOCC1.O.CCOC(C)=O.C1C=CC([P]([Pd]([P](C2C=CC=CC=2)(C2C=CC=CC=2)C2C=CC=CC=2)([P](C2C=CC=CC=2)(C2C=CC=CC=2)C2C=CC=CC=2)[P](C2C=CC=CC=2)(C2C=CC=CC=2)C2C=CC=CC=2)(C2C=CC=CC=2)C2C=CC=CC=2)=CC=1. The product is [Cl:47][CH2:46][CH2:45][N:43]1[CH:44]=[C:40]([C:18]2[CH:19]=[C:20]3[C:15](=[C:16]([C:30]([NH2:32])=[O:31])[CH:17]=2)[NH:14][CH:13]=[C:12]3[CH:9]2[CH2:10][CH2:11][N:6]([S:3]([CH2:1][CH3:2])(=[O:5])=[O:4])[CH2:7][CH2:8]2)[CH:41]=[N:42]1. The yield is 0.240.